From a dataset of Forward reaction prediction with 1.9M reactions from USPTO patents (1976-2016). Predict the product of the given reaction. Given the reactants [CH3:1][S:2]([C:5]1[CH:10]=[CH:9][C:8]([NH:11][C:12]2[C:17]([N+:18]([O-:20])=[O:19])=[C:16]([O:21][CH:22]3[CH2:27][CH2:26][NH:25][CH2:24][CH2:23]3)[N:15]=[CH:14][N:13]=2)=[CH:7][CH:6]=1)(=[O:4])=[O:3].C(N(CC)CC)C.[CH3:35][S:36](Cl)(=[O:38])=[O:37], predict the reaction product. The product is: [CH3:1][S:2]([C:5]1[CH:10]=[CH:9][C:8]([NH:11][C:12]2[C:17]([N+:18]([O-:20])=[O:19])=[C:16]([O:21][CH:22]3[CH2:27][CH2:26][N:25]([S:36]([CH3:35])(=[O:38])=[O:37])[CH2:24][CH2:23]3)[N:15]=[CH:14][N:13]=2)=[CH:7][CH:6]=1)(=[O:4])=[O:3].